The task is: Regression. Given a peptide amino acid sequence and an MHC pseudo amino acid sequence, predict their binding affinity value. This is MHC class II binding data.. This data is from Peptide-MHC class II binding affinity with 134,281 pairs from IEDB. (1) The peptide sequence is AAKEDFLGCLVKEIP. The MHC is DRB1_1001 with pseudo-sequence DRB1_1001. The binding affinity (normalized) is 0.377. (2) The peptide sequence is EKKYFAATQFEHLAA. The MHC is DRB1_1602 with pseudo-sequence DRB1_1602. The binding affinity (normalized) is 0.615. (3) The peptide sequence is SVWPIRYWATGSVLL. The MHC is DRB1_0101 with pseudo-sequence DRB1_0101. The binding affinity (normalized) is 0.634. (4) The peptide sequence is LEDARRLKAIYEK. The MHC is HLA-DQA10501-DQB10201 with pseudo-sequence HLA-DQA10501-DQB10201. The binding affinity (normalized) is 0. (5) The peptide sequence is PSELQMSWLPLCVRL. The MHC is DRB4_0103 with pseudo-sequence DRB4_0103. The binding affinity (normalized) is 0.659. (6) The peptide sequence is YDKFLANVSTVLRGK. The MHC is DRB1_0101 with pseudo-sequence DRB1_0101. The binding affinity (normalized) is 0.825. (7) The peptide sequence is MVVERLGDYLVEQGM. The MHC is DRB1_1501 with pseudo-sequence DRB1_1501. The binding affinity (normalized) is 0.433. (8) The peptide sequence is AEHQAIVRDVLAASD. The MHC is HLA-DQA10102-DQB10502 with pseudo-sequence HLA-DQA10102-DQB10502. The binding affinity (normalized) is 0.310. (9) The peptide sequence is RSNHPSKNDLSDILK. The MHC is DRB1_0101 with pseudo-sequence DRB1_0101. The binding affinity (normalized) is 0.119.